From a dataset of Full USPTO retrosynthesis dataset with 1.9M reactions from patents (1976-2016). Predict the reactants needed to synthesize the given product. (1) Given the product [CH2:1]([C:3]1[CH:8]=[CH:7][C:6]([O:9][C:10]2[CH:15]=[CH:14][CH:13]=[CH:12][C:11]=2[NH2:16])=[C:5]([O:19][CH3:20])[CH:4]=1)[CH3:2], predict the reactants needed to synthesize it. The reactants are: [CH2:1]([C:3]1[CH:8]=[CH:7][C:6]([O:9][C:10]2[CH:15]=[CH:14][CH:13]=[CH:12][C:11]=2[N+:16]([O-])=O)=[C:5]([O:19][CH3:20])[CH:4]=1)[CH3:2].C1COCC1. (2) Given the product [CH2:1]([NH:9][CH2:10][CH2:11][NH:12][C@H:13]([C:18]([O:20][C:21]([CH3:24])([CH3:23])[CH3:22])=[O:19])[C:14]([CH3:16])([CH3:17])[CH3:15])[C:2]1[CH:7]=[CH:6][CH:5]=[CH:4][CH:3]=1, predict the reactants needed to synthesize it. The reactants are: [CH:1](=O)[C:2]1[CH:7]=[CH:6][CH:5]=[CH:4][CH:3]=1.[NH2:9][CH2:10][CH2:11][NH:12][C@H:13]([C:18]([O:20][C:21]([CH3:24])([CH3:23])[CH3:22])=[O:19])[C:14]([CH3:17])([CH3:16])[CH3:15].C1(C)C=CC=CC=1.[BH4-].[Na+].